From a dataset of Reaction yield outcomes from USPTO patents with 853,638 reactions. Predict the reaction yield, written as a fraction of the theoretical maximum amount of product (1.0 means a 100% yield; for example, 0.34 means a 34% yield). The reactants are [CH3:1][NH:2][CH2:3][C:4]1[S:8][C:7]2[CH:9]=[CH:10][CH:11]=[CH:12][C:6]=2[C:5]=1[CH3:13].[C:14](Cl)(=[O:17])[CH:15]=[CH2:16].C(N(CC)CC)C. The catalyst is C(Cl)Cl. The product is [CH3:1][N:2]([CH2:3][C:4]1[S:8][C:7]2[CH:9]=[CH:10][CH:11]=[CH:12][C:6]=2[C:5]=1[CH3:13])[C:14](=[O:17])[CH:15]=[CH2:16]. The yield is 0.750.